Dataset: Reaction yield outcomes from USPTO patents with 853,638 reactions. Task: Predict the reaction yield, written as a fraction of the theoretical maximum amount of product (1.0 means a 100% yield; for example, 0.34 means a 34% yield). (1) The reactants are [CH2:1]([C:3]1[N:7]([C:8]2[C:16]3[O:15][CH2:14][C@@H:13]([NH:17][C:18]4[CH:30]=[CH:29][C:21]5[C@H:22]([CH2:25][C:26]([OH:28])=[O:27])[CH2:23][O:24][C:20]=5[CH:19]=4)[C:12]=3[CH:11]=[CH:10][CH:9]=2)[C:6]2[CH:31]=[CH:32][CH:33]=[CH:34][C:5]=2[N:4]=1)[CH3:2].[OH-].[Na+:36].C(#N)C. The catalyst is O. The product is [CH2:1]([C:3]1[N:7]([C:8]2[C:16]3[O:15][CH2:14][C@@H:13]([NH:17][C:18]4[CH:30]=[CH:29][C:21]5[C@H:22]([CH2:25][C:26]([O-:28])=[O:27])[CH2:23][O:24][C:20]=5[CH:19]=4)[C:12]=3[CH:11]=[CH:10][CH:9]=2)[C:6]2[CH:31]=[CH:32][CH:33]=[CH:34][C:5]=2[N:4]=1)[CH3:2].[Na+:36]. The yield is 0.760. (2) The reactants are Br[C:2]1[CH:27]=[CH:26][C:5]2[N:6]([C:22]([CH3:25])([CH3:24])[CH3:23])[C:7]([C:9]3[CH:14]=[CH:13][CH:12]=[CH:11][C:10]=3[C:15]3[N:19]=[C:18]([CH3:20])[N:17]([CH3:21])[N:16]=3)=[N:8][C:4]=2[CH:3]=1.[NH2:28][C:29]1[N:34]=[CH:33][C:32](B2OC(C)(C)C(C)(C)O2)=[CH:31][N:30]=1.C([O-])([O-])=O.[Na+].[Na+]. The catalyst is CN(C=O)C.CCOC(C)=O.C1C=CC([P]([Pd]([P](C2C=CC=CC=2)(C2C=CC=CC=2)C2C=CC=CC=2)([P](C2C=CC=CC=2)(C2C=CC=CC=2)C2C=CC=CC=2)[P](C2C=CC=CC=2)(C2C=CC=CC=2)C2C=CC=CC=2)(C2C=CC=CC=2)C2C=CC=CC=2)=CC=1. The product is [C:22]([N:6]1[C:5]2[CH:26]=[CH:27][C:2]([C:32]3[CH:33]=[N:34][C:29]([NH2:28])=[N:30][CH:31]=3)=[CH:3][C:4]=2[N:8]=[C:7]1[C:9]1[CH:14]=[CH:13][CH:12]=[CH:11][C:10]=1[C:15]1[N:19]=[C:18]([CH3:20])[N:17]([CH3:21])[N:16]=1)([CH3:25])([CH3:24])[CH3:23]. The yield is 0.760. (3) The reactants are [Cl:1][C:2]1[CH:7]=[CH:6][N:5]=[C:4]([N:8]2[CH2:19][CH2:18][C:17]3[C:16]4[CH2:15][C:14]([CH3:21])([CH3:20])[CH2:13][C:12]=4[S:11][C:10]=3[C:9]2=[O:22])[C:3]=1[CH:23]=[O:24].[BH4-].[Na+]. The catalyst is CO. The product is [Cl:1][C:2]1[CH:7]=[CH:6][N:5]=[C:4]([N:8]2[CH2:19][CH2:18][C:17]3[C:16]4[CH2:15][C:14]([CH3:20])([CH3:21])[CH2:13][C:12]=4[S:11][C:10]=3[C:9]2=[O:22])[C:3]=1[CH2:23][OH:24]. The yield is 0.840. (4) The reactants are [ClH:1].[C:2]([Cl:5])(=[O:4])[CH3:3].[Cl:6][C:7]1[CH:12]=[CH:11][C:10]([C:13]2[C:17]([C:18]3[CH:23]=[CH:22][N:21]=[CH:20][CH:19]=3)=[C:16]([N:24]3[CH2:29][CH2:28][N:27](C(OC(C)(C)C)=O)[CH2:26][CH2:25]3)[NH:15][N:14]=2)=[CH:9][CH:8]=1.[CH3:37]O. No catalyst specified. The product is [OH2:4].[ClH:5].[ClH:6].[ClH:1].[Cl:6][C:7]1[CH:8]=[CH:9][C:10]([C:13]2[N:14]([CH2:37][C:2]#[CH:3])[N:15]=[C:16]([N:24]3[CH2:25][CH2:26][NH:27][CH2:28][CH2:29]3)[C:17]=2[C:18]2[CH:23]=[CH:22][N:21]=[CH:20][CH:19]=2)=[CH:11][CH:12]=1. The yield is 0.900.